This data is from Forward reaction prediction with 1.9M reactions from USPTO patents (1976-2016). The task is: Predict the product of the given reaction. (1) The product is: [OH:1][C:2]1[CH:11]=[CH:10][C:5]2[C:6](=[O:9])/[C:7](=[CH:38]/[C:33]3[C:32]4[C:36](=[CH:37][C:29]([N+:26]([O-:28])=[O:27])=[CH:30][CH:31]=4)[NH:35][CH:34]=3)/[O:8][C:4]=2[C:3]=1[CH2:12][N:13]1[CH2:14][CH2:15][N:16]([C:19]([O:21][C:22]([CH3:25])([CH3:24])[CH3:23])=[O:20])[CH2:17][CH2:18]1. Given the reactants [OH:1][C:2]1[CH:11]=[CH:10][C:5]2[C:6](=[O:9])[CH2:7][O:8][C:4]=2[C:3]=1[CH2:12][N:13]1[CH2:18][CH2:17][N:16]([C:19]([O:21][C:22]([CH3:25])([CH3:24])[CH3:23])=[O:20])[CH2:15][CH2:14]1.[N+:26]([C:29]1[CH:37]=[C:36]2[C:32]([C:33]([CH:38]=O)=[CH:34][NH:35]2)=[CH:31][CH:30]=1)([O-:28])=[O:27], predict the reaction product. (2) Given the reactants S(O)(O)(=O)=O.[CH3:6][S:7][C:8](=[NH:10])[NH2:9].[CH2:11]([O:19][C:20]1[CH:21]=[C:22]([CH:25]=[CH:26][CH:27]=1)[CH:23]=O)[CH2:12][CH2:13][CH2:14][CH2:15][CH2:16][CH2:17][CH3:18].[C:28]([CH2:30][C:31]([O:33][CH2:34][CH3:35])=[O:32])#[N:29].O=P(Cl)(Cl)Cl.[SH:41][CH2:42][C:43](OCC)=O, predict the reaction product. The product is: [NH2:29][C:28]1[C:43]2[C:23]([C:22]3[CH:25]=[CH:26][CH:27]=[C:20]([O:19][CH2:11][CH2:12][CH2:13][CH2:14][CH2:15][CH2:16][CH2:17][CH3:18])[CH:21]=3)=[N:9][C:8]([S:7][CH3:6])=[N:10][C:42]=2[S:41][C:30]=1[C:31]([O:33][CH2:34][CH3:35])=[O:32]. (3) Given the reactants [F:1][C:2]1[CH:3]=[CH:4][C:5]([C:8]2[O:12][N:11]=[C:10]([C@@H:13]3[CH2:18][N:17](C(OC(C)(C)C)=O)[C@H:16]([CH3:26])[CH2:15][CH2:14]3)[N:9]=2)=[N:6][CH:7]=1.C(O)(C(F)(F)F)=O, predict the reaction product. The product is: [F:1][C:2]1[CH:3]=[CH:4][C:5]([C:8]2[O:12][N:11]=[C:10]([C@H:13]3[CH2:14][CH2:15][C@@H:16]([CH3:26])[NH:17][CH2:18]3)[N:9]=2)=[N:6][CH:7]=1. (4) The product is: [N:33]1([CH2:25][C:24]2[CH:27]=[CH:28][C:21]([CH:13]3[NH:12][C:7]4[C:6]5[C:5](=[N:4][NH:3][C:2](=[O:1])[C:11]=5[CH:10]=[CH:9][CH:8]=4)[CH:14]3[C:15]3[CH:20]=[CH:19][CH:18]=[CH:17][CH:16]=3)=[CH:22][CH:23]=2)[CH2:36][CH2:35][CH2:34]1. Given the reactants [O:1]=[C:2]1[C:11]2[CH:10]=[CH:9][CH:8]=[C:7]3[NH:12][CH:13]([C:21]4[CH:28]=[CH:27][C:24]([CH:25]=O)=[CH:23][CH:22]=4)[CH:14]([C:15]4[CH:20]=[CH:19][CH:18]=[CH:17][CH:16]=4)[C:5]([C:6]=23)=[N:4][NH:3]1.C(O)(=O)C.[NH:33]1[CH2:36][CH2:35][CH2:34]1.C(O[BH-](OC(=O)C)OC(=O)C)(=O)C.[Na+], predict the reaction product. (5) The product is: [ClH:1].[CH3:19][N:16]1[CH2:17][CH2:18][N:14]([CH2:13][CH2:12][N:7]2[CH2:6][C:5]3[C:9](=[CH:10][CH:11]=[C:3]([NH:2][C:22]([NH2:23])=[NH:21])[CH:4]=3)[CH2:8]2)[C:15]1=[O:20]. Given the reactants [ClH:1].[NH2:2][C:3]1[CH:4]=[C:5]2[C:9](=[CH:10][CH:11]=1)[CH2:8][N:7]([CH2:12][CH2:13][N:14]1[CH2:18][CH2:17][N:16]([CH3:19])[C:15]1=[O:20])[CH2:6]2.[N:21]#[C:22][NH2:23], predict the reaction product. (6) Given the reactants [CH3:1][O:2][C:3]1[CH:4]=[C:5]([CH:20]=[CH:21][CH:22]=1)[C:6]([NH:8][CH2:9][C:10]([C:12]1[CH:17]=[CH:16][C:15]([O:18][CH3:19])=[CH:14][CH:13]=1)=[O:11])=O.P(Cl)(Cl)(Cl)=O.C(=O)([O-])O.[Na+], predict the reaction product. The product is: [CH3:19][O:18][C:15]1[CH:16]=[CH:17][C:12]([C:10]2[O:11][C:6]([C:5]3[CH:20]=[CH:21][CH:22]=[C:3]([O:2][CH3:1])[CH:4]=3)=[N:8][CH:9]=2)=[CH:13][CH:14]=1. (7) Given the reactants [NH2:1][C:2]1[CH:9]=[CH:8][C:7]([F:10])=[CH:6][C:3]=1[CH:4]=O.[CH3:11][O:12][C:13]1[CH:18]=[CH:17][CH:16]=[C:15]([O:19][CH3:20])[C:14]=1[CH2:21][CH2:22][C:23]#[N:24], predict the reaction product. The product is: [CH3:20][O:19][C:15]1[CH:16]=[CH:17][CH:18]=[C:13]([O:12][CH3:11])[C:14]=1[CH2:21][C:22]1[C:23]([NH2:24])=[N:1][C:2]2[C:3]([CH:4]=1)=[CH:6][C:7]([F:10])=[CH:8][CH:9]=2. (8) The product is: [C:14]([O:13][C:11]([N:9]1[CH2:8][CH2:7][N:6]2[C:2]([S:19][CH3:18])=[N:3][N:4]=[C:5]2[CH2:10]1)=[O:12])([CH3:17])([CH3:16])[CH3:15]. Given the reactants Br[C:2]1[N:6]2[CH2:7][CH2:8][N:9]([C:11]([O:13][C:14]([CH3:17])([CH3:16])[CH3:15])=[O:12])[CH2:10][C:5]2=[N:4][N:3]=1.[CH3:18][S-:19].[Na+], predict the reaction product. (9) Given the reactants C1(S(CC2C=[CH:19][C:18]([C:21]3[O:25][CH:24]=NC=3)=CC=2C(OC)=O)(=O)=O)C=CC=CC=1.Br[C:27]1[C:28]([O:51][CH3:52])=[C:29]([C:34]([CH2:37][S:38]([C:41]2[CH:46]=[CH:45][CH:44]=[CH:43][C:42]=2[CH:47]=[CH:48][CH2:49][OH:50])(=[O:40])=[O:39])=[CH:35][CH:36]=1)[C:30]([O:32][CH3:33])=[O:31].C1(S(CC2C(C(OCC)=O)=C(OC)C(Br)=CC=2)(=O)=O)C=CC=CC=1.O1C=CC(B(O)O)=C1, predict the reaction product. The product is: [O:25]1[CH:21]=[CH:18][C:19]([C:27]2[C:28]([O:51][CH3:52])=[C:29]([C:34]([CH2:37][S:38]([C:41]3[CH:46]=[CH:45][CH:44]=[CH:43][C:42]=3[CH:47]=[CH:48][CH2:49][OH:50])(=[O:39])=[O:40])=[CH:35][CH:36]=2)[C:30]([O:32][CH3:33])=[O:31])=[CH:24]1.